Dataset: Full USPTO retrosynthesis dataset with 1.9M reactions from patents (1976-2016). Task: Predict the reactants needed to synthesize the given product. (1) Given the product [CH3:22][O:23][C:7]([C:6]1[O:5][CH:4]=[N:3][C:2]=1[Br:1])=[O:8], predict the reactants needed to synthesize it. The reactants are: [Br:1][C:2]1[N:3]=[C:4]([Si](C(C)C)(C(C)C)C(C)C)[O:5][C:6]=1[CH:7]=[O:8].[C-]#N.[Na+].[CH3:22][OH:23]. (2) Given the product [Cl:1][C:2]1[CH:7]=[C:6]([O:8][C:9]2[CH:14]=[CH:13][C:12]([NH2:15])=[CH:11][CH:10]=2)[N:5]=[CH:4][N:3]=1, predict the reactants needed to synthesize it. The reactants are: [Cl:1][C:2]1[CH:7]=[C:6]([O:8][C:9]2[CH:14]=[CH:13][C:12]([N+:15]([O-])=O)=[CH:11][CH:10]=2)[N:5]=[CH:4][N:3]=1. (3) Given the product [Cl:1][C:2]1[CH:3]=[C:4]2[C:8](=[CH:9][CH:10]=1)[NH:7][C:6]([C:11](=[N:22][OH:23])[NH2:12])=[C:5]2[S:13]([C:16]1[CH:17]=[CH:18][CH:19]=[CH:20][CH:21]=1)(=[O:15])=[O:14], predict the reactants needed to synthesize it. The reactants are: [Cl:1][C:2]1[CH:3]=[C:4]2[C:8](=[CH:9][CH:10]=1)[NH:7][C:6]([C:11]#[N:12])=[C:5]2[S:13]([C:16]1[CH:21]=[CH:20][CH:19]=[CH:18][CH:17]=1)(=[O:15])=[O:14].[NH2:22][OH:23]. (4) Given the product [F:1][C:2]1[C:11]2[O:10][CH2:9][C@H:8]([CH3:12])[NH:7][C:6]=2[C:5]([NH2:13])=[CH:4][CH:3]=1, predict the reactants needed to synthesize it. The reactants are: [F:1][C:2]1[C:11]2[O:10][CH2:9][C@H:8]([CH3:12])[NH:7][C:6]=2[C:5]([N+:13]([O-])=O)=[CH:4][CH:3]=1. (5) Given the product [C:1]([CH2:3][C:4]1([N:18]2[CH:22]=[C:21]([C:23]3[C:24]4[CH:31]=[CH:30][NH:29][C:25]=4[N:26]=[CH:27][N:28]=3)[CH:20]=[N:19]2)[CH2:7][N:6]([C:8]2[CH:16]=[CH:15][C:11]([C:12]([NH:45][C@H:43]([CH3:44])[C:42]([F:47])([F:46])[F:41])=[O:14])=[CH:10][C:9]=2[F:17])[CH2:5]1)#[N:2], predict the reactants needed to synthesize it. The reactants are: [C:1]([CH2:3][C:4]1([N:18]2[CH:22]=[C:21]([C:23]3[C:24]4[CH:31]=[CH:30][N:29](COCC[Si](C)(C)C)[C:25]=4[N:26]=[CH:27][N:28]=3)[CH:20]=[N:19]2)[CH2:7][N:6]([C:8]2[CH:16]=[CH:15][C:11]([C:12]([OH:14])=O)=[CH:10][C:9]=2[F:17])[CH2:5]1)#[N:2].Cl.[F:41][C:42]([F:47])([F:46])[C@H:43]([NH2:45])[CH3:44].